This data is from Catalyst prediction with 721,799 reactions and 888 catalyst types from USPTO. The task is: Predict which catalyst facilitates the given reaction. (1) Reactant: [CH3:1][Si]([N-][Si](C)(C)C)(C)C.[K+].C(OP(C[C:20]1[CH:25]=[CH:24][CH:23]=[CH:22][C:21]=1[C:26]([F:29])([F:28])[F:27])(=O)OCC)C.[CH2:30]([N:37]1[CH2:42][CH2:41][O:40][CH:39]([C:43]([C:45]2[CH:50]=[CH:49][CH:48]=[CH:47][CH:46]=2)=O)[CH2:38]1)[C:31]1[CH:36]=[CH:35][CH:34]=[CH:33][CH:32]=1. Product: [CH2:30]([N:37]1[CH2:42][CH2:41][O:40][CH:39]([CH:43]=[C:45]([C:50]2[CH:49]=[CH:48][CH:47]=[CH:46][CH:1]=2)[C:20]2[CH:25]=[CH:24][CH:23]=[CH:22][C:21]=2[C:26]([F:27])([F:29])[F:28])[CH2:38]1)[C:31]1[CH:32]=[CH:33][CH:34]=[CH:35][CH:36]=1. The catalyst class is: 7. (2) Reactant: [Cl:1][C:2]1[N:7]=[C:6]([Cl:8])[CH:5]=[C:4](Cl)[N:3]=1.[CH:10]1([C:13]2[NH:17][N:16]=[C:15]([NH2:18])[CH:14]=2)[CH2:12][CH2:11]1.C(N(C(C)C)CC)(C)C. Product: [Cl:1][C:2]1[N:3]=[C:4]([NH:18][C:15]2[CH:14]=[C:13]([CH:10]3[CH2:12][CH2:11]3)[NH:17][N:16]=2)[CH:5]=[C:6]([Cl:8])[N:7]=1. The catalyst class is: 51. (3) Reactant: [Cl:1][C:2]1[C:3]([C:10]2[C:15]([F:16])=[CH:14][N:13]=[C:12]([O:17][CH3:18])[CH:11]=2)=[N:4][CH:5]=[C:6]([CH2:8]Cl)[N:7]=1.[CH:19]1([C@@H:22]([C:29]2[CH:34]=[CH:33][CH:32]=[C:31]([OH:35])[CH:30]=2)[CH2:23][C:24]([O:26][CH2:27][CH3:28])=[O:25])[CH2:21][CH2:20]1.C([O-])([O-])=O.[Cs+].[Cs+].O. Product: [Cl:1][C:2]1[N:7]=[C:6]([CH2:8][O:35][C:31]2[CH:30]=[C:29]([C@H:22]([CH:19]3[CH2:20][CH2:21]3)[CH2:23][C:24]([O:26][CH2:27][CH3:28])=[O:25])[CH:34]=[CH:33][CH:32]=2)[CH:5]=[N:4][C:3]=1[C:10]1[C:15]([F:16])=[CH:14][N:13]=[C:12]([O:17][CH3:18])[CH:11]=1. The catalyst class is: 10. (4) Reactant: [NH:1]1[C:5]2[CH:6]=[CH:7][CH:8]=[CH:9][C:4]=2[N:3]=[C:2]1[C:10]1[CH:11]=[C:12]([CH:16]=[CH:17][C:18]([NH:20][O:21]C2CCCCO2)=[O:19])[CH:13]=[CH:14][CH:15]=1.CC1(C)C2(CS(O)(=O)=O)C(CC1CC2)=O. Product: [NH:1]1[C:5]2[CH:6]=[CH:7][CH:8]=[CH:9][C:4]=2[N:3]=[C:2]1[C:10]1[CH:11]=[C:12]([CH:16]=[CH:17][C:18]([NH:20][OH:21])=[O:19])[CH:13]=[CH:14][CH:15]=1. The catalyst class is: 5.